From a dataset of Forward reaction prediction with 1.9M reactions from USPTO patents (1976-2016). Predict the product of the given reaction. (1) Given the reactants [BH4-].[Li+].C[O:4][C:5](=O)[C:6]1[C:7](=[CH:15][CH:16]=[CH:17][C:18]=1[CH2:19][N:20]([C:22]([O:24][C:25]([CH3:28])([CH3:27])[CH3:26])=[O:23])[CH3:21])[C:8]([N:10]([CH2:13][CH3:14])[CH2:11][CH3:12])=[O:9], predict the reaction product. The product is: [C:25]([O:24][C:22](=[O:23])[N:20]([CH2:19][C:18]1[CH:17]=[CH:16][CH:15]=[C:7]([C:8](=[O:9])[N:10]([CH2:13][CH3:14])[CH2:11][CH3:12])[C:6]=1[CH2:5][OH:4])[CH3:21])([CH3:27])([CH3:28])[CH3:26]. (2) Given the reactants [Cl:1][C:2]1[CH:15]=[CH:14][C:5]2[S:6][C:7]([S:10](Cl)(=[O:12])=[O:11])=[C:8]([CH3:9])[C:4]=2[CH:3]=1.[NH2:16][C:17]1[CH:25]=[CH:24][CH:23]=[C:22]2[C:18]=1[C:19](CCN(C)C)=[CH:20][NH:21]2.[CH2:31]([N:33]([CH:37](C)C)[CH:34](C)C)[CH3:32], predict the reaction product. The product is: [CH3:34][N:33]([CH3:37])[CH2:31][CH2:32][N:21]1[C:22]2[C:18](=[C:17]([NH:16][S:10]([C:7]3[S:6][C:5]4[CH:14]=[CH:15][C:2]([Cl:1])=[CH:3][C:4]=4[C:8]=3[CH3:9])(=[O:12])=[O:11])[CH:25]=[CH:24][CH:23]=2)[CH:19]=[CH:20]1. (3) Given the reactants [Cl:1][C:2]1[N:3]([C:12]2[C:13](=[O:23])[N:14]([CH3:22])[N:15]=[C:16]([CH:20]=C)[C:17]=2[O:18][CH3:19])[C:4]2[C:9]([C:10]=1[Cl:11])=[CH:8][CH:7]=[CH:6][CH:5]=2.[O:24]=[O+][O-].C1(P(C2C=CC=CC=2)C2C=CC=CC=2)C=CC=CC=1, predict the reaction product. The product is: [Cl:1][C:2]1[N:3]([C:12]2[C:13](=[O:23])[N:14]([CH3:22])[N:15]=[C:16]([CH:20]=[O:24])[C:17]=2[O:18][CH3:19])[C:4]2[C:9]([C:10]=1[Cl:11])=[CH:8][CH:7]=[CH:6][CH:5]=2. (4) Given the reactants [CH3:1][O:2][C:3](=[O:11])[CH2:4][CH:5]([OH:10])[CH2:6][CH2:7][CH2:8][Cl:9].C(N(CC)CC)C.[CH3:19][S:20](Cl)(=[O:22])=[O:21], predict the reaction product. The product is: [CH3:1][O:2][C:3](=[O:11])[CH2:4][CH:5]([O:10][S:20]([CH3:19])(=[O:22])=[O:21])[CH2:6][CH2:7][CH2:8][Cl:9]. (5) The product is: [ClH:40].[Cl:41][C:33]1[C:34]([Cl:40])=[CH:35][C:36]2[C:37]3[CH2:38][CH2:39][NH:26][CH2:27][CH2:28][C:29]=3[N:30]([CH2:42][C:43]([NH:9][C:6]3[CH:5]=[CH:4][CH:3]=[CH:8][CH:7]=3)=[O:44])[C:31]=2[CH:32]=1. Given the reactants CO[C:3]1[CH:8]=[CH:7][C:6]([NH2:9])=[CH:5][CH:4]=1.CC(C)N=C=NC(C)C.C(OC([N:26]1[CH2:39][CH2:38][C:37]2[C:36]3[CH:35]=[C:34]([Cl:40])[C:33]([Cl:41])=[CH:32][C:31]=3[N:30]([CH2:42][C:43](O)=[O:44])[C:29]=2[CH2:28][CH2:27]1)=O)(C)(C)C, predict the reaction product. (6) Given the reactants [NH2:1][C:2]1[CH:6]=[C:5]([S:7][CH3:8])[S:4][C:3]=1[C:9](OCC)=O.[CH:14]([NH2:16])=O.P(Cl)(Cl)([Cl:19])=O, predict the reaction product. The product is: [Cl:19][C:9]1[C:3]2[S:4][C:5]([S:7][CH3:8])=[CH:6][C:2]=2[N:1]=[CH:14][N:16]=1. (7) The product is: [Cl:1][C:2]1[CH:7]=[C:6]([Cl:8])[CH:5]=[CH:4][C:3]=1[N:9]1[C:14]2=[N:15][C:16]3[CH:21]=[CH:20][CH:19]=[C:18]([CH2:22][OH:23])[C:17]=3[N:13]2[CH2:12][CH2:11][CH2:10]1. Given the reactants [Cl:1][C:2]1[CH:7]=[C:6]([Cl:8])[CH:5]=[CH:4][C:3]=1[N:9]1[C:14]2=[N:15][C:16]3[C:17](=[C:18]([C:22](OC)=[O:23])[CH:19]=[CH:20][CH:21]=3)[N:13]2[CH2:12][CH2:11][CH2:10]1.[H-].[Al+3].[Li+].[H-].[H-].[H-].[Cl-].[NH4+], predict the reaction product. (8) Given the reactants [CH3:1][O:2][C:3]1[C:8]([C:9]2[CH:14]=[CH:13][C:12]([C:15]([F:18])([F:17])[F:16])=[CH:11][CH:10]=2)=[CH:7][C:6]([CH2:19][NH2:20])=[CH:5][CH:4]=1.[CH2:21]([N:23]([CH2:34][C:35](O)=[O:36])[S:24]([C:27]1[CH:32]=[CH:31][C:30]([F:33])=[CH:29][CH:28]=1)(=[O:26])=[O:25])[CH3:22].CN(C(ON1N=NC2C=CC=NC1=2)=[N+](C)C)C.F[P-](F)(F)(F)(F)F.C(N(CC)C(C)C)(C)C.OS([O-])(=O)=O.[K+], predict the reaction product. The product is: [CH2:21]([N:23]([S:24]([C:27]1[CH:28]=[CH:29][C:30]([F:33])=[CH:31][CH:32]=1)(=[O:26])=[O:25])[CH2:34][C:35]([NH:20][CH2:19][C:6]1[CH:7]=[C:8]([C:9]2[CH:14]=[CH:13][C:12]([C:15]([F:17])([F:16])[F:18])=[CH:11][CH:10]=2)[C:3]([O:2][CH3:1])=[CH:4][CH:5]=1)=[O:36])[CH3:22]. (9) Given the reactants C(O[C:6](=O)[N:7]([CH:9]([CH3:39])[C:10]([NH:12][C:13]1[CH:18]=[CH:17][C:16]([C:19]2[C:20]([CH3:26])=[N:21][CH:22]=[N:23][C:24]=2[CH3:25])=[C:15]([C:27]#[C:28][C:29]2[CH:38]=[CH:37][C:36]3[C:31](=[CH:32][CH:33]=[CH:34][CH:35]=3)[CH:30]=2)[N:14]=1)=[O:11])C)(C)(C)C.C(Cl)Cl.C(O)(C(F)(F)F)=O, predict the reaction product. The product is: [CH3:25][C:24]1[C:19]([C:16]2[CH:17]=[CH:18][C:13]([NH:12][C:10](=[O:11])[CH:9]([NH:7][CH3:6])[CH3:39])=[N:14][C:15]=2[C:27]#[C:28][C:29]2[CH:38]=[CH:37][C:36]3[C:31](=[CH:32][CH:33]=[CH:34][CH:35]=3)[CH:30]=2)=[C:20]([CH3:26])[N:21]=[CH:22][N:23]=1.